Regression. Given a peptide amino acid sequence and an MHC pseudo amino acid sequence, predict their binding affinity value. This is MHC class II binding data. From a dataset of Peptide-MHC class II binding affinity with 134,281 pairs from IEDB. (1) The peptide sequence is YKALPVVLENARILK. The MHC is DRB1_1201 with pseudo-sequence DRB1_1201. The binding affinity (normalized) is 0.614. (2) The peptide sequence is ATAANAAPANDKFTV. The MHC is DRB4_0101 with pseudo-sequence DRB4_0103. The binding affinity (normalized) is 0.